Dataset: NCI-60 drug combinations with 297,098 pairs across 59 cell lines. Task: Regression. Given two drug SMILES strings and cell line genomic features, predict the synergy score measuring deviation from expected non-interaction effect. (1) Drug 1: CC1=C2C(C(=O)C3(C(CC4C(C3C(C(C2(C)C)(CC1OC(=O)C(C(C5=CC=CC=C5)NC(=O)OC(C)(C)C)O)O)OC(=O)C6=CC=CC=C6)(CO4)OC(=O)C)OC)C)OC. Drug 2: CC1C(C(CC(O1)OC2CC(CC3=C2C(=C4C(=C3O)C(=O)C5=C(C4=O)C(=CC=C5)OC)O)(C(=O)CO)O)N)O.Cl. Cell line: UACC-257. Synergy scores: CSS=44.6, Synergy_ZIP=-1.71, Synergy_Bliss=-2.37, Synergy_Loewe=1.91, Synergy_HSA=2.87. (2) Drug 1: C1C(C(OC1N2C=C(C(=O)NC2=O)F)CO)O. Drug 2: CN(C(=O)NC(C=O)C(C(C(CO)O)O)O)N=O. Cell line: NCIH23. Synergy scores: CSS=1.19, Synergy_ZIP=0.525, Synergy_Bliss=5.19, Synergy_Loewe=-11.1, Synergy_HSA=-1.42. (3) Drug 1: C1=C(C(=O)NC(=O)N1)F. Drug 2: CCCCCOC(=O)NC1=NC(=O)N(C=C1F)C2C(C(C(O2)C)O)O. Cell line: HCT116. Synergy scores: CSS=48.7, Synergy_ZIP=-0.661, Synergy_Bliss=-2.26, Synergy_Loewe=-22.3, Synergy_HSA=-2.11.